This data is from Forward reaction prediction with 1.9M reactions from USPTO patents (1976-2016). The task is: Predict the product of the given reaction. (1) The product is: [CH3:29][O:28][C:26](=[O:27])[CH2:25][S:22]([NH:1][C:2]1[CH:10]=[C:9]([C:11]([O:13][CH3:14])=[O:12])[CH:8]=[C:7]2[C:3]=1[CH:4]=[CH:5][NH:6]2)(=[O:24])=[O:23]. Given the reactants [NH2:1][C:2]1[CH:10]=[C:9]([C:11]([O:13][CH3:14])=[O:12])[CH:8]=[C:7]2[C:3]=1[CH:4]=[CH:5][NH:6]2.N1C=CC=CC=1.Cl[S:22]([CH2:25][C:26]([O:28][CH3:29])=[O:27])(=[O:24])=[O:23], predict the reaction product. (2) Given the reactants Br[CH2:2][C:3]([CH2:5]Br)=[O:4].[C:7]1([P:13]([C:16]2[CH:21]=[CH:20][CH:19]=[CH:18][CH:17]=2)(=[O:15])[OH:14])[CH:12]=[CH:11][CH:10]=[CH:9][CH:8]=1, predict the reaction product. The product is: [C:7]1([P:13]([O:14][CH2:2][C:3]([CH2:5][O:15][P:13]([C:16]2[CH:17]=[CH:18][CH:19]=[CH:20][CH:21]=2)([C:7]2[CH:12]=[CH:11][CH:10]=[CH:9][CH:8]=2)=[O:14])=[O:4])([C:16]2[CH:21]=[CH:20][CH:19]=[CH:18][CH:17]=2)=[O:15])[CH:8]=[CH:9][CH:10]=[CH:11][CH:12]=1. (3) The product is: [CH2:1]([C@H:8]1[CH2:16][O:15][CH2:14][C@H:13]([NH:17][C:18]([O:20][C:21]([CH3:22])([CH3:23])[CH3:24])=[O:19])[C:12](=[O:25])[O:11][C@@H:10]([CH3:26])[C@@H:9]1[O:27][CH2:28][CH2:29][C:30]([OH:32])=[O:31])[C:2]1[CH:7]=[CH:6][CH:5]=[CH:4][CH:3]=1. Given the reactants [CH2:1]([C@H:8]1[CH2:16][O:15][CH2:14][C@H:13]([NH:17][C:18]([O:20][C:21]([CH3:24])([CH3:23])[CH3:22])=[O:19])[C:12](=[O:25])[O:11][C@@H:10]([CH3:26])[C@@H:9]1[O:27]/[CH:28]=[CH:29]/[C:30]([O:32]CC1C=CC=CC=1)=[O:31])[C:2]1[CH:7]=[CH:6][CH:5]=[CH:4][CH:3]=1, predict the reaction product. (4) Given the reactants [CH2:1]([NH:3][CH2:4][C:5]([N:7]1[C:15]2[C:10](=[CH:11][C:12]([O:16][CH2:17][C:18]3[S:19][C:20]([C:29]([F:32])([F:31])[F:30])=[C:21]([C:23]4[CH:28]=[CH:27][CH:26]=[CH:25][CH:24]=4)[CH:22]=3)=[CH:13][CH:14]=2)[CH2:9][CH2:8]1)=[O:6])[CH3:2].[CH2:33]([O:35][C:36](=[O:39])[CH:37]=[CH2:38])[CH3:34], predict the reaction product. The product is: [CH2:33]([O:35][C:36](=[O:39])[CH2:37][CH2:38][N:3]([CH2:1][CH3:2])[CH2:4][C:5](=[O:6])[N:7]1[C:15]2[C:10](=[CH:11][C:12]([O:16][CH2:17][C:18]3[S:19][C:20]([C:29]([F:32])([F:31])[F:30])=[C:21]([C:23]4[CH:28]=[CH:27][CH:26]=[CH:25][CH:24]=4)[CH:22]=3)=[CH:13][CH:14]=2)[CH2:9][CH2:8]1)[CH3:34]. (5) Given the reactants Cl[C:2]1[N:7]=[C:6]([NH:8][C:9]2[CH:14]=[CH:13][CH:12]=[CH:11][C:10]=2[S:15]([NH:18][CH3:19])(=[O:17])=[O:16])[C:5]([Cl:20])=[CH:4][N:3]=1.[CH2:21]1[N:30]2[C@H:24]([CH2:25][O:26][CH2:27][C:28]3[CH:34]=[C:33]([NH2:35])[CH:32]=[CH:31][C:29]=32)[CH2:23][CH2:22]1, predict the reaction product. The product is: [Cl:20][C:5]1[C:6]([NH:8][C:9]2[CH:14]=[CH:13][CH:12]=[CH:11][C:10]=2[S:15]([NH:18][CH3:19])(=[O:17])=[O:16])=[N:7][C:2]([NH:35][C:33]2[CH:32]=[CH:31][C:29]3[N:30]4[C@H:24]([CH2:25][O:26][CH2:27][C:28]=3[CH:34]=2)[CH2:23][CH2:22][CH2:21]4)=[N:3][CH:4]=1.